Dataset: Reaction yield outcomes from USPTO patents with 853,638 reactions. Task: Predict the reaction yield, written as a fraction of the theoretical maximum amount of product (1.0 means a 100% yield; for example, 0.34 means a 34% yield). The reactants are [OH:1][C:2]1[CH:7]=[CH:6][C:5](/[C:8](/[C:15]2[CH:20]=[CH:19][CH:18]=[CH:17][CH:16]=2)=[CH:9]\[C:10]([O:12][CH2:13][CH3:14])=[O:11])=[CH:4][CH:3]=1. The catalyst is C(O)C.C(OCC)(=O)C.[Pd]. The product is [OH:1][C:2]1[CH:3]=[CH:4][C:5]([CH:8]([C:15]2[CH:16]=[CH:17][CH:18]=[CH:19][CH:20]=2)[CH2:9][C:10]([O:12][CH2:13][CH3:14])=[O:11])=[CH:6][CH:7]=1. The yield is 0.601.